Task: Predict the reaction yield, written as a fraction of the theoretical maximum amount of product (1.0 means a 100% yield; for example, 0.34 means a 34% yield).. Dataset: Reaction yield outcomes from USPTO patents with 853,638 reactions The reactants are [Cl:1][C:2]1[CH:3]=[C:4]2[C:8](=[CH:9][CH:10]=1)[NH:7][C:6](=[O:11])[CH2:5]2.[C:12]1([C:21]2[C:16](=[CH:17][CH:18]=[CH:19][CH:20]=2)[CH2:15][O:14]1)=O.C[Si](C)(C)N[Si](C)(C)C.[Na].Cl. The catalyst is CN(C)C=O. The product is [Cl:1][C:2]1[CH:3]=[C:4]2[C:8](=[CH:9][CH:10]=1)[NH:7][C:6](=[O:11])[C:5]2=[C:12]1[C:21]2[C:16](=[CH:17][CH:18]=[CH:19][CH:20]=2)[CH2:15][O:14]1. The yield is 0.280.